From a dataset of Forward reaction prediction with 1.9M reactions from USPTO patents (1976-2016). Predict the product of the given reaction. (1) The product is: [CH3:19][O:18][C:7]1[CH:6]=[C:5]([N:4]([CH3:20])[C:1](=[O:3])[CH3:2])[C:14]([N+:15]([O-:17])=[O:16])=[CH:13][C:8]=1[C:9]([O:11][CH3:12])=[O:10]. Given the reactants [C:1]([NH:4][C:5]1[C:14]([N+:15]([O-:17])=[O:16])=[CH:13][C:8]([C:9]([O:11][CH3:12])=[O:10])=[C:7]([O:18][CH3:19])[CH:6]=1)(=[O:3])[CH3:2].[CH3:20]S(OC)(=O)=O.C([O-])([O-])=O.[K+].[K+], predict the reaction product. (2) Given the reactants [Br:1][C:2]1[S:6][C:5]([CH2:7][NH:8][CH:9]=O)=[N:4][CH:3]=1.P(Cl)(Cl)(Cl)=O.Cl, predict the reaction product. The product is: [Br:1][C:2]1[S:6][C:5]2=[CH:7][N:8]=[CH:9][N:4]2[CH:3]=1. (3) Given the reactants Cl[C:2]1[N:3]=[CH:4][C:5]2[C:10]([CH:11]=1)=[CH:9][CH:8]=[C:7]([C:12]#[N:13])[CH:6]=2.[O:14]=[C:15]1[NH:20][CH2:19][CH2:18][N:17]([C:21]([O:23][C:24]([CH3:27])([CH3:26])[CH3:25])=[O:22])[CH2:16]1.CC1(C)C2C(=C(P(C3C=CC=CC=3)C3C=CC=CC=3)C=CC=2)OC2C(P(C3C=CC=CC=3)C3C=CC=CC=3)=CC=CC1=2.C(=O)([O-])[O-].[Cs+].[Cs+], predict the reaction product. The product is: [C:12]([C:7]1[CH:6]=[C:5]2[C:10]([CH:11]=[C:2]([N:20]3[CH2:19][CH2:18][N:17]([C:21]([O:23][C:24]([CH3:26])([CH3:25])[CH3:27])=[O:22])[CH2:16][C:15]3=[O:14])[N:3]=[CH:4]2)=[CH:9][CH:8]=1)#[N:13]. (4) Given the reactants [Br:1][C:2]1[CH:7]=[CH:6][C:5]([NH:8][C:9]2[N:14]=[CH:13][N:12]=[C:11]([NH:15][C:16]3[CH:17]=[C:18]([NH:22]C(=O)OC(C)(C)C)[CH:19]=[CH:20][CH:21]=3)[CH:10]=2)=[C:4]([F:30])[CH:3]=1, predict the reaction product. The product is: [Br:1][C:2]1[CH:7]=[CH:6][C:5]([NH:8][C:9]2[N:14]=[CH:13][N:12]=[C:11]([NH:15][C:16]3[CH:17]=[C:18]([NH2:22])[CH:19]=[CH:20][CH:21]=3)[CH:10]=2)=[C:4]([F:30])[CH:3]=1. (5) Given the reactants CN(C(O[N:9]1N=[N:16][C:11]2C=CC=N[C:10]1=2)=[N+](C)C)C.F[P-](F)(F)(F)(F)F.[CH3:25][C:26]1[C:34]2[C:33]([NH:35][C:36]3[C:37]([O:42][CH:43]4[CH2:48][CH2:47][O:46][CH2:45][CH2:44]4)=[N:38][CH:39]=[CH:40][CH:41]=3)=[N:32][CH:31]=[N:30][C:29]=2[S:28][C:27]=1[C:49](O)=[O:50].CCN(C(C)C)C(C)C, predict the reaction product. The product is: [NH2:9][CH2:10][CH2:11][NH:16][C:49]([C:27]1[S:28][C:29]2[N:30]=[CH:31][N:32]=[C:33]([NH:35][C:36]3[C:37]([O:42][CH:43]4[CH2:48][CH2:47][O:46][CH2:45][CH2:44]4)=[N:38][CH:39]=[CH:40][CH:41]=3)[C:34]=2[C:26]=1[CH3:25])=[O:50]. (6) Given the reactants [C:1]([O:4][C@H:5]([C:7]1[O:8][C:9]([C:12]2[CH:13]=[CH:14][C:15]3[O:19][CH:18]=[C:17](Br)[C:16]=3[CH:21]=2)=[N:10][N:11]=1)[CH3:6])(=[O:3])[CH3:2].[Cl:22][C:23]1[CH:28]=[CH:27][C:26]([F:29])=[CH:25][C:24]=1B(O)O, predict the reaction product. The product is: [C:1]([O:4][C@H:5]([C:7]1[O:8][C:9]([C:12]2[CH:13]=[CH:14][C:15]3[O:19][CH:18]=[C:17]([C:28]4[CH:27]=[C:26]([F:29])[CH:25]=[CH:24][C:23]=4[Cl:22])[C:16]=3[CH:21]=2)=[N:10][N:11]=1)[CH3:6])(=[O:3])[CH3:2]. (7) Given the reactants [C:1]([O:5][C:6](=[O:20])[NH:7][CH2:8][CH2:9][N:10]1[C:18]2[C:17](Cl)=[N:16][CH:15]=[N:14][C:13]=2[CH:12]=[CH:11]1)([CH3:4])([CH3:3])[CH3:2].[CH3:21][C:22]1[CH:23]=[C:24]([CH:26]=[CH:27][C:28]=1[O:29][C:30]1[CH:35]=[CH:34][CH:33]=[C:32]([O:36][C:37]([F:42])([F:41])[CH:38]([F:40])[F:39])[CH:31]=1)[NH2:25].C(=O)([O-])O.[Na+], predict the reaction product. The product is: [C:1]([O:5][C:6](=[O:20])[NH:7][CH2:8][CH2:9][N:10]1[C:18]2[C:17]([NH:25][C:24]3[CH:26]=[CH:27][C:28]([O:29][C:30]4[CH:35]=[CH:34][CH:33]=[C:32]([O:36][C:37]([F:41])([F:42])[CH:38]([F:39])[F:40])[CH:31]=4)=[C:22]([CH3:21])[CH:23]=3)=[N:16][CH:15]=[N:14][C:13]=2[CH:12]=[CH:11]1)([CH3:4])([CH3:3])[CH3:2].